This data is from Reaction yield outcomes from USPTO patents with 853,638 reactions. The task is: Predict the reaction yield, written as a fraction of the theoretical maximum amount of product (1.0 means a 100% yield; for example, 0.34 means a 34% yield). (1) The reactants are C([O:5][C:6](=[O:24])[CH:7]([N:11]([S:13]([C:16]1[CH:21]=[CH:20][C:19]([O:22][CH3:23])=[CH:18][CH:17]=1)(=[O:15])=[O:14])[CH3:12])[CH:8]([CH3:10])[CH3:9])(C)(C)C.FC(F)(F)C(O)=O. The catalyst is ClCCl. The product is [CH3:23][O:22][C:19]1[CH:20]=[CH:21][C:16]([S:13]([N:11]([CH3:12])[CH:7]([CH:8]([CH3:9])[CH3:10])[C:6]([OH:24])=[O:5])(=[O:15])=[O:14])=[CH:17][CH:18]=1. The yield is 1.00. (2) No catalyst specified. The reactants are [F:1][C:2]1[CH:9]=[C:8]([O:10][CH3:11])[C:7]([O:12][CH3:13])=[CH:6][C:3]=1[CH:4]=[O:5].COC1C=C(C(O)[C:25]([O:27][CH3:28])=[O:26])C=CC=1OC. The yield is 0.440. The product is [F:1][C:2]1[CH:9]=[C:8]([O:10][CH3:11])[C:7]([O:12][CH3:13])=[CH:6][C:3]=1[CH:4]([OH:5])[C:25]([O:27][CH3:28])=[O:26]. (3) The reactants are Cl[C:2]1[N:7]=[C:6]([N:8]2[CH2:13][CH2:12][O:11][CH2:10][CH2:9]2)[N:5]=[C:4]([C:14]2[CH:19]=[CH:18][C:17]([NH:20][C:21]([NH:23][CH3:24])=[O:22])=[CH:16][CH:15]=2)[N:3]=1.CC1(C)C(C)(C)OB([C:33]2[CH:39]=[CH:38][C:36]([NH2:37])=[CH:35][CH:34]=2)O1. No catalyst specified. The product is [NH2:37][C:36]1[CH:38]=[CH:39][C:33]([C:2]2[N:7]=[C:6]([N:8]3[CH2:13][CH2:12][O:11][CH2:10][CH2:9]3)[N:5]=[C:4]([C:14]3[CH:19]=[CH:18][C:17]([NH:20][C:21]([NH:23][CH3:24])=[O:22])=[CH:16][CH:15]=3)[N:3]=2)=[CH:34][CH:35]=1. The yield is 0.450. (4) The product is [C@@H:43]1([NH:42][C:2]2[N:7]=[CH:6][N:5]=[C:4]([NH:8][C@H:9]3[CH2:13][C@H:12]([OH:14])[C@H:11]([CH2:15][OH:16])[CH2:10]3)[CH:3]=2)[C:51]2[C:46](=[CH:47][CH:48]=[CH:49][CH:50]=2)[CH2:45][CH2:44]1. The yield is 0.630. The reactants are Cl[C:2]1[N:7]=[CH:6][N:5]=[C:4]([NH:8][C@H:9]2[CH2:13][C@H:12]([OH:14])[C@H:11]([CH2:15][OH:16])[CH2:10]2)[CH:3]=1.ClC1N=CN=C(N[C@H]2C[C@@H]3OC(C4C=CC(OC)=CC=4)OC[C@@H]3C2)C=1.[NH2:42][C@@H:43]1[C:51]2[C:46](=[CH:47][CH:48]=[CH:49][CH:50]=2)[CH2:45][CH2:44]1. The catalyst is C(O)CCC. (5) The reactants are [NH2:1][C:2]1[CH:3]=[C:4]([C:8]2[S:12][C:11]([C:13]3[CH:14]=[C:15]4[C:19](=[CH:20][CH:21]=3)[C:18](=[O:22])[N:17]([CH3:23])[CH2:16]4)=[CH:10][CH:9]=2)[CH:5]=[N:6][CH:7]=1.[C:24]([C:26]1[CH:31]=[CH:30][C:29]([S:32](Cl)(=[O:34])=[O:33])=[CH:28][CH:27]=1)#[N:25]. No catalyst specified. The product is [C:24]([C:26]1[CH:27]=[CH:28][C:29]([S:32]([NH:1][C:2]2[CH:7]=[N:6][CH:5]=[C:4]([C:8]3[S:12][C:11]([C:13]4[CH:14]=[C:15]5[C:19](=[CH:20][CH:21]=4)[C:18](=[O:22])[N:17]([CH3:23])[CH2:16]5)=[CH:10][CH:9]=3)[CH:3]=2)(=[O:34])=[O:33])=[CH:30][CH:31]=1)#[N:25]. The yield is 0.100. (6) The reactants are [H-].[Na+].[Cl:3][C:4]1[CH:9]=[C:8]([OH:10])[CH:7]=[CH:6][N:5]=1.[Cl:11][C:12]1[C:13](F)=[CH:14][C:15]([F:21])=[C:16]([N+:18]([O-:20])=[O:19])[CH:17]=1. The catalyst is CN(C=O)C.C(OCC)(=O)C. The product is [Cl:3][C:4]1[CH:9]=[C:8]([O:10][C:13]2[CH:14]=[C:15]([F:21])[C:16]([N+:18]([O-:20])=[O:19])=[CH:17][C:12]=2[Cl:11])[CH:7]=[CH:6][N:5]=1. The yield is 0.450. (7) The reactants are [Cl:1][C:2]1[C:10]2[N:9]=[C:8]([NH:11][C:12]3[C:13]([CH3:21])=[CH:14][C:15]([N:18]([CH3:20])[CH3:19])=[N:16][CH:17]=3)[N:7]([CH2:22][CH:23]=[CH2:24])[C:6]=2[C:5]([CH:25]([CH2:28][CH3:29])[CH2:26][CH3:27])=[CH:4][CH:3]=1.C(N(CC)CC)C.[C:37](O[C:37]([O:38][C:39]([CH3:42])([CH3:41])[CH3:40])=[O:43])(=[O:43])[O:38][C:39]([CH3:42])([CH3:41])[CH3:40]. The catalyst is O1CCCC1.CN(C)C1C=CN=CC=1. The product is [Cl:1][C:2]1[C:10]2[N:9]=[C:8]([N:11]([C:12]3[CH:17]=[N:16][C:15]([N:18]([CH3:19])[CH3:20])=[CH:14][C:13]=3[CH3:21])[C:37](=[O:43])[O:38][C:39]([CH3:42])([CH3:41])[CH3:40])[N:7]([CH2:22][CH:23]=[CH2:24])[C:6]=2[C:5]([CH:25]([CH2:26][CH3:27])[CH2:28][CH3:29])=[CH:4][CH:3]=1. The yield is 1.03. (8) The reactants are CS[C:3]1[O:4][C:5]([C:8]2[CH:9]=[CH:10][C:11]3[O:15][CH:14]=[C:13]([C:16]4[CH:21]=[CH:20][CH:19]=[C:18]([O:22][C:23]([F:26])([F:25])[F:24])[CH:17]=4)[C:12]=3[CH:27]=2)=[N:6][N:7]=1.Cl[C:29]1C=CC=C(C(OO)=O)C=1.[S:39]([O-:43])([O-])(=[O:41])=S.[Na+].[Na+]. The catalyst is C(#N)C. The product is [CH3:29][S:39]([C:3]1[O:4][C:5]([C:8]2[CH:9]=[CH:10][C:11]3[O:15][CH:14]=[C:13]([C:16]4[CH:21]=[CH:20][CH:19]=[C:18]([O:22][C:23]([F:25])([F:26])[F:24])[CH:17]=4)[C:12]=3[CH:27]=2)=[N:6][N:7]=1)(=[O:43])=[O:41]. The yield is 0.340.